The task is: Predict which catalyst facilitates the given reaction.. This data is from Catalyst prediction with 721,799 reactions and 888 catalyst types from USPTO. (1) Reactant: [C:7](O[C:7]([O:9][CH2:10][CH3:11])=[O:8])(=[O:8])[O:9][CH2:10][CH3:11].[OH:12][C:13]1[NH:14][C:15]2[CH:21]=[CH:20][CH:19]=[CH:18][C:16]=2[N:17]=1. Product: [O:12]=[C:13]1[N:17]([C:7]([O:9][CH2:10][CH3:11])=[O:8])[C:16]2[CH:18]=[CH:19][CH:20]=[CH:21][C:15]=2[N:14]1[C:7]([O:9][CH2:10][CH3:11])=[O:8]. The catalyst class is: 251. (2) Reactant: ClC1C(C[N:9]2[C:17](=[O:18])[C:16]3[C:11](=[CH:12][CH:13]=[CH:14][CH:15]=3)[C:10]2=[O:19])=NC=CN=1.[NH2:20]N.CO. Product: [C:10]1(=[O:19])[C:11]2[C:16](=[CH:15][CH:14]=[CH:13][CH:12]=2)[C:17](=[O:18])[NH:9][NH:20]1. The catalyst class is: 2.